Dataset: Catalyst prediction with 721,799 reactions and 888 catalyst types from USPTO. Task: Predict which catalyst facilitates the given reaction. (1) Reactant: [Cl:1][C:2]1[CH:10]=[CH:9][CH:8]=[C:7]2[C:3]=1[C:4]([C:15]([OH:17])=O)=[CH:5][N:6]2[CH2:11][CH2:12][O:13][CH3:14].CN(C(ON1N=NC2C=CC=NC1=2)=[N+](C)C)C.F[P-](F)(F)(F)(F)F.Cl.[C:43]1([C:49]2([CH2:55][NH2:56])[CH2:54][CH2:53][CH2:52][CH2:51][CH2:50]2)[CH:48]=[CH:47][CH:46]=[CH:45][CH:44]=1. Product: [Cl:1][C:2]1[CH:10]=[CH:9][CH:8]=[C:7]2[C:3]=1[C:4]([C:15]([NH:56][CH2:55][C:49]1([C:43]3[CH:44]=[CH:45][CH:46]=[CH:47][CH:48]=3)[CH2:50][CH2:51][CH2:52][CH2:53][CH2:54]1)=[O:17])=[CH:5][N:6]2[CH2:11][CH2:12][O:13][CH3:14]. The catalyst class is: 3. (2) Reactant: C[Si](C)(C)[O:3][C:4](=[CH:6][CH2:7][CH:8]([CH3:10])[CH3:9])[CH3:5].[I-].[CH3:14][N+:15](=[CH2:17])[CH3:16]. Product: [CH3:14][N:15]([CH2:17][CH:6]([CH2:7][CH:8]([CH3:10])[CH3:9])[C:4](=[O:3])[CH3:5])[CH3:16]. The catalyst class is: 10.